From a dataset of Catalyst prediction with 721,799 reactions and 888 catalyst types from USPTO. Predict which catalyst facilitates the given reaction. Reactant: [OH-].[Na+].[CH3:3][O:4][CH2:5][CH2:6][O:7][CH2:8][CH2:9][O:10][CH2:11][CH2:12][OH:13].[C:14]1([CH3:24])[CH:19]=[CH:18][C:17]([S:20](Cl)(=[O:22])=[O:21])=[CH:16][CH:15]=1.C(Cl)Cl. Product: [CH3:24][C:14]1[CH:19]=[CH:18][C:17]([S:20]([O:13][CH2:12][CH2:11][O:10][CH2:9][CH2:8][O:7][CH2:6][CH2:5][O:4][CH3:3])(=[O:22])=[O:21])=[CH:16][CH:15]=1. The catalyst class is: 90.